From a dataset of Forward reaction prediction with 1.9M reactions from USPTO patents (1976-2016). Predict the product of the given reaction. The product is: [C@H:1]1([NH:10][C:11]2[CH:20]=[CH:19][C:18]3[C:13](=[CH:14][CH:15]=[C:16]([NH:21][C:22](=[O:24])[CH3:23])[CH:17]=3)[N:12]=2)[C:9]2[C:4](=[CH:5][CH:6]=[CH:7][CH:8]=2)[CH2:3][CH2:2]1. Given the reactants [C@H:1]1([NH:10][C:11]2[CH:20]=[CH:19][C:18]3[C:13](=[CH:14][CH:15]=[C:16]([NH2:21])[CH:17]=3)[N:12]=2)[C:9]2[C:4](=[CH:5][CH:6]=[CH:7][CH:8]=2)[CH2:3][CH2:2]1.[C:22](OC(=O)C)(=[O:24])[CH3:23], predict the reaction product.